This data is from Reaction yield outcomes from USPTO patents with 853,638 reactions. The task is: Predict the reaction yield, written as a fraction of the theoretical maximum amount of product (1.0 means a 100% yield; for example, 0.34 means a 34% yield). (1) The reactants are [F:1][C:2]1([F:17])[CH2:7][CH2:6][CH2:5][C@@H:4]([NH:8][C:9](=[O:15])[O:10][C:11]([CH3:14])([CH3:13])[CH3:12])[C@@H:3]1[OH:16].N1C=CC=CC=1.[S:24](O[S:24]([C:27]([F:30])([F:29])[F:28])(=[O:26])=[O:25])([C:27]([F:30])([F:29])[F:28])(=[O:26])=[O:25]. The catalyst is ClCCl. The product is [F:28][C:27]([F:30])([F:29])[S:24]([O:16][C@H:3]1[C@H:4]([NH:8][C:9]([O:10][C:11]([CH3:14])([CH3:12])[CH3:13])=[O:15])[CH2:5][CH2:6][CH2:7][C:2]1([F:17])[F:1])(=[O:26])=[O:25]. The yield is 0.860. (2) The reactants are Br[C:2]1[O:6][C:5]([CH2:7][NH:8][C:9]([C:11]2[CH:12]=[C:13]3[C:18](=[CH:19][CH:20]=2)[N:17]=[CH:16][CH:15]=[CH:14]3)=[O:10])=[CH:4][CH:3]=1.NC1N=C(N)C=CC=1C(NCC1C=CC(CO[C:36]2[CH:41]=[CH:40][CH:39]=[CH:38][CH:37]=2)=CN=1)=O.C1(B(O)O)C=CC=CC=1.C(=O)([O-])[O-].[K+].[K+]. The product is [C:36]1([C:2]2[O:6][C:5]([CH2:7][NH:8][C:9]([C:11]3[CH:12]=[C:13]4[C:18](=[CH:19][CH:20]=3)[N:17]=[CH:16][CH:15]=[CH:14]4)=[O:10])=[CH:4][CH:3]=2)[CH:41]=[CH:40][CH:39]=[CH:38][CH:37]=1. The yield is 0.330. The catalyst is O1CCOCC1.C1C=CC([P]([Pd]([P](C2C=CC=CC=2)(C2C=CC=CC=2)C2C=CC=CC=2)([P](C2C=CC=CC=2)(C2C=CC=CC=2)C2C=CC=CC=2)[P](C2C=CC=CC=2)(C2C=CC=CC=2)C2C=CC=CC=2)(C2C=CC=CC=2)C2C=CC=CC=2)=CC=1.C(OCC)(=O)C.O. (3) The reactants are [CH2:1]([O:5][C:6]1[CH:10]=[C:9]([C:11]([O:13][CH3:14])=[O:12])[NH:8][N:7]=1)[CH2:2][CH2:3][CH3:4].[F:15][C:16]([F:26])([F:25])[C:17]1[CH:24]=[CH:23][C:20]([CH2:21]Br)=[CH:19][CH:18]=1.C(=O)([O-])[O-].[K+].[K+].CN(C)C=O. The catalyst is O. The product is [CH2:1]([O:5][C:6]1[CH:10]=[C:9]([C:11]([O:13][CH3:14])=[O:12])[N:8]([CH2:21][C:20]2[CH:19]=[CH:18][C:17]([C:16]([F:15])([F:25])[F:26])=[CH:24][CH:23]=2)[N:7]=1)[CH2:2][CH2:3][CH3:4]. The yield is 0.640. (4) No catalyst specified. The product is [CH2:1]([CH:8]1[C:15]2[CH:14]=[C:13]([C:16]([OH:18])=[O:17])[NH:12][C:11]=2[CH2:10][CH2:9]1)[C:2]1[CH:7]=[CH:6][CH:5]=[CH:4][CH:3]=1. The reactants are [CH2:1]([CH:8]1[C:15]2[CH:14]=[C:13]([C:16]([O:18]C)=[O:17])[NH:12][C:11]=2[CH2:10][CH2:9]1)[C:2]1[CH:7]=[CH:6][CH:5]=[CH:4][CH:3]=1.O.[OH-].[Li+]. The yield is 0.810. (5) The reactants are COC1C=CC(C[N:8]([C:32]2[S:33][CH:34]=[CH:35][N:36]=2)[S:9]([C:12]2[CH:13]=[CH:14][C:15]3[N:20]([C:21]4[CH:26]=[CH:25][CH:24]=[CH:23][C:22]=4[S:27]([CH3:30])(=[O:29])=[O:28])[CH2:19][CH2:18][O:17][C:16]=3[CH:31]=2)(=[O:11])=[O:10])=CC=1.C(O)(C(F)(F)F)=O. The catalyst is C(Cl)Cl. The product is [CH3:30][S:27]([C:22]1[CH:23]=[CH:24][CH:25]=[CH:26][C:21]=1[N:20]1[CH2:19][CH2:18][O:17][C:16]2[CH:31]=[C:12]([S:9]([NH:8][C:32]3[S:33][CH:34]=[CH:35][N:36]=3)(=[O:10])=[O:11])[CH:13]=[CH:14][C:15]1=2)(=[O:29])=[O:28]. The yield is 0.178.